Dataset: Forward reaction prediction with 1.9M reactions from USPTO patents (1976-2016). Task: Predict the product of the given reaction. (1) Given the reactants [In].[Cl-].[In+3].[Cl-].[Cl-].[Cl-].[Li+].C(N(C)C)CCC.C(O[CH2:19][CH:20]=[CH:21][CH2:22][C:23]([C:34]1[CH:39]=[CH:38][CH:37]=[CH:36][C:35]=1I)([C:29]([O:31][CH2:32][CH3:33])=[O:30])[C:24]([O:26][CH2:27][CH3:28])=[O:25])(=O)C, predict the reaction product. The product is: [CH:20]([CH:21]1[C:39]2[C:34](=[CH:35][CH:36]=[CH:37][CH:38]=2)[C:23]([C:29]([O:31][CH2:32][CH3:33])=[O:30])([C:24]([O:26][CH2:27][CH3:28])=[O:25])[CH2:22]1)=[CH2:19].[CH:20]([CH:21]1[C:35]2[C:34](=[CH:39][CH:38]=[CH:37][CH:36]=2)[C:23]([C:29]([O-:31])=[O:30])([C:24]([O-:26])=[O:25])[CH2:22]1)=[CH2:19]. (2) The product is: [OH:10][CH2:9][CH2:8][C:4]1[CH:3]=[C:2]([N:11]2[CH2:15][CH2:14][CH2:13][C:12]2=[O:16])[CH:7]=[CH:6][CH:5]=1. Given the reactants Br[C:2]1[CH:3]=[C:4]([CH2:8][CH2:9][OH:10])[CH:5]=[CH:6][CH:7]=1.[NH:11]1[CH2:15][CH2:14][CH2:13][C:12]1=[O:16], predict the reaction product. (3) The product is: [C:31]([C:28]1[CH:27]=[CH:26][CH:25]=[C:24]2[C:29]=1[CH:30]=[C:21]([C:18]1[CH:19]=[CH:20][C:15]([CH2:14][N:11]3[CH2:10][CH2:9][NH:8][CH2:13][CH2:12]3)=[CH:16][CH:17]=1)[NH:22][C:23]2=[O:33])#[CH:32]. Given the reactants C(OC([N:8]1[CH2:13][CH2:12][N:11]([CH2:14][C:15]2[CH:20]=[CH:19][C:18]([C:21]3[NH:22][C:23](=[O:33])[C:24]4[C:29]([CH:30]=3)=[C:28]([C:31]#[CH:32])[CH:27]=[CH:26][CH:25]=4)=[CH:17][CH:16]=2)[CH2:10][CH2:9]1)=O)(C)(C)C.Cl.O1CCOCC1, predict the reaction product. (4) Given the reactants C([SiH](CC)CC)C.[CH2:8]([O:10][C:11]([C:13]1[NH:14][CH:15]=[C:16]([C:18](=O)[CH2:19][CH2:20][CH:21]2[CH2:25][CH2:24][CH2:23][CH2:22]2)[CH:17]=1)=[O:12])[CH3:9], predict the reaction product. The product is: [CH2:8]([O:10][C:11]([C:13]1[NH:14][CH:15]=[C:16]([CH2:18][CH2:19][CH2:20][CH:21]2[CH2:22][CH2:23][CH2:24][CH2:25]2)[CH:17]=1)=[O:12])[CH3:9]. (5) Given the reactants [NH2:1][C@H:2]([C:8]([OH:10])=[O:9])[CH2:3][CH2:4][C:5]([OH:7])=[O:6].C([O-])([O-])=O.[K+].[K+].CO.S([N:26]=[N+:27]=[N-:28])(C(F)(F)F)(=O)=O, predict the reaction product. The product is: [N:26]([NH:1][C@H:2]([C:8]([OH:10])=[O:9])[CH2:3][CH2:4][C:5]([OH:7])=[O:6])=[N+:27]=[N-:28]. (6) Given the reactants [CH2:1]=[CH:2][C:3]1[CH:8]=[CH:7][CH:6]=[CH:5][CH:4]=1.NC(N)=[O:11].C(=O)(O)[O-].[Na+].OO, predict the reaction product. The product is: [CH2:1]1[O:11][CH:2]1[C:3]1[CH:8]=[CH:7][CH:6]=[CH:5][CH:4]=1. (7) Given the reactants C(Cl)(=O)C.[S:5]1[C:9]([C:10]23[CH2:17][N:16]([C:18]([O:20][C:21]([CH3:24])([CH3:23])[CH3:22])=[O:19])[CH2:15][CH:14]2[CH2:13][O:12][N:11]3CC2C=CC(OC)=CC=2)=[CH:8][CH:7]=[N:6]1.FC(F)(F)C(O)=O.O(C(OC(C)(C)C)=O)C(OC(C)(C)C)=O.CCCC(C)C.C(OCC)(=O)C, predict the reaction product. The product is: [S:5]1[C:9]([C:10]23[CH2:17][N:16]([C:18]([O:20][C:21]([CH3:24])([CH3:23])[CH3:22])=[O:19])[CH2:15][CH:14]2[CH2:13][O:12][NH:11]3)=[CH:8][CH:7]=[N:6]1. (8) Given the reactants [CH3:1][S:2]([C:5]1[N:10]=[CH:9][C:8]([O:11][C:12]2[CH:13]=[C:14]3[C:18](=[CH:19][CH:20]=2)[NH:17][C:16]([C:21]2[S:22][CH:23]([CH2:26][C:27](O)=[O:28])[CH2:24][N:25]=2)=[CH:15]3)=[CH:7][CH:6]=1)(=[O:4])=[O:3].O.ON1C2C=CC=CC=2N=N1.Cl.C(N=C=NCCCN(C)C)C.[NH2:53][CH2:54][C:55]([CH3:58])([OH:57])[CH3:56], predict the reaction product. The product is: [OH:57][C:55]([CH3:58])([CH3:56])[CH2:54][NH:53][C:27](=[O:28])[CH2:26][CH:23]1[S:22][C:21]([C:16]2[NH:17][C:18]3[C:14]([CH:15]=2)=[CH:13][C:12]([O:11][C:8]2[CH:9]=[N:10][C:5]([S:2]([CH3:1])(=[O:3])=[O:4])=[CH:6][CH:7]=2)=[CH:20][CH:19]=3)=[N:25][CH2:24]1. (9) Given the reactants C([N:3]([CH2:6]C)CC)C.C1(P(N=[N+]=[N-])(C2C=CC=CC=2)=[O:15])C=CC=CC=1.[CH3:25][C:26]([C:31]1[CH:36]=[CH:35][C:34]([O:37][CH2:38][C:39]2[CH:44]=[CH:43][C:42]([C:45]([F:48])([F:47])[F:46])=[CH:41][CH:40]=2)=[CH:33][CH:32]=1)([CH3:30])C(O)=O, predict the reaction product. The product is: [N:3]([C:26]([C:31]1[CH:36]=[CH:35][C:34]([O:37][CH2:38][C:39]2[CH:40]=[CH:41][C:42]([C:45]([F:48])([F:47])[F:46])=[CH:43][CH:44]=2)=[CH:33][CH:32]=1)([CH3:30])[CH3:25])=[C:6]=[O:15]. (10) Given the reactants [OH:1][C:2]1[CH:3]=[C:4]([CH:9]=[CH:10][C:11]=1I)[C:5]([O:7][CH3:8])=[O:6].[CH3:13][Si:14]([C:17]#[CH:18])([CH3:16])[CH3:15].C(NC(C)C)(C)C, predict the reaction product. The product is: [OH:1][C:2]1[CH:3]=[C:4]([CH:9]=[CH:10][C:11]=1[C:18]#[C:17][Si:14]([CH3:16])([CH3:15])[CH3:13])[C:5]([O:7][CH3:8])=[O:6].